Task: Predict the reactants needed to synthesize the given product.. Dataset: Full USPTO retrosynthesis dataset with 1.9M reactions from patents (1976-2016) (1) Given the product [F:1][C:2]1[CH:7]=[CH:6][C:5]([C:8]([C:9]2[CH:18]=[CH:17][CH:16]=[C:15]3[C:10]=2[CH:11]=[CH:12][C:13]([NH:19][CH2:20][C:21]2[CH:26]=[CH:25][CH:24]=[CH:23][C:22]=2[O:27][CH3:28])=[N:14]3)=[O:32])=[CH:4][CH:3]=1, predict the reactants needed to synthesize it. The reactants are: [F:1][C:2]1[CH:7]=[CH:6][C:5]([C:8](=N)[C:9]2[CH:18]=[CH:17][CH:16]=[C:15]3[C:10]=2[CH:11]=[CH:12][C:13]([NH:19][CH2:20][C:21]2[CH:26]=[CH:25][CH:24]=[CH:23][C:22]=2[O:27][CH3:28])=[N:14]3)=[CH:4][CH:3]=1.Cl.C([O-])(O)=[O:32].[Na+]. (2) Given the product [Cl:8][C:9]1[CH:14]=[C:13]([F:15])[C:12]([C:16]2[C:20]([Cl:21])=[C:19]([S:22][CH:23]([F:25])[F:24])[N:18]([CH3:26])[N:17]=2)=[CH:11][C:10]=1[O:27][C:2]1[N:7]=[CH:6][CH:5]=[CH:4][N:3]=1, predict the reactants needed to synthesize it. The reactants are: Cl[C:2]1[N:7]=[CH:6][CH:5]=[CH:4][N:3]=1.[Cl:8][C:9]1[CH:14]=[C:13]([F:15])[C:12]([C:16]2[C:20]([Cl:21])=[C:19]([S:22][CH:23]([F:25])[F:24])[N:18]([CH3:26])[N:17]=2)=[CH:11][C:10]=1[OH:27].C(=O)([O-])[O-].[K+].[K+]. (3) Given the product [CH2:1]([O:3][C:4](=[O:28])[CH:5]([CH2:21][C:22]1[CH:23]=[CH:24][CH:25]=[CH:26][CH:27]=1)[CH2:6][C:7]1[N:8]([CH2:12][C:13]2[CH:18]=[C:17]([Cl:19])[CH:16]=[C:15]([Cl:20])[CH:14]=2)[CH:9]=[CH:10][N:11]=1)[CH3:2], predict the reactants needed to synthesize it. The reactants are: [CH2:1]([O:3][C:4](=[O:28])[C:5]([CH2:21][C:22]1[CH:27]=[CH:26][CH:25]=[CH:24][CH:23]=1)=[CH:6][C:7]1[N:8]([CH2:12][C:13]2[CH:18]=[C:17]([Cl:19])[CH:16]=[C:15]([Cl:20])[CH:14]=2)[CH:9]=[CH:10][N:11]=1)[CH3:2]. (4) Given the product [Cl:1][C:2]1[CH:3]=[C:4]([C:8]2[C:16]([CH:17]([OH:18])[C:19]#[CH:20])=[C:15]3[N:10]([CH:11]=[N:12][CH:13]=[CH:14]3)[N:9]=2)[CH:5]=[CH:6][CH:7]=1, predict the reactants needed to synthesize it. The reactants are: [Cl:1][C:2]1[CH:3]=[C:4]([C:8]2[C:16]([CH:17]=[O:18])=[C:15]3[N:10]([CH:11]=[N:12][CH:13]=[CH:14]3)[N:9]=2)[CH:5]=[CH:6][CH:7]=1.[C:19]([Mg]Br)#[CH:20]. (5) Given the product [Br:20][C:8]1[CH:7]=[C:6]2[C:11]([O:12][C@@H:13]3[C@@H:18]([C:5]42[CH2:4][S:3][C:2]([NH:1][C:27](=[O:28])[O:26][C:23]([CH3:25])([CH3:24])[CH3:22])=[N:21]4)[CH2:17][CH2:16][CH:15]([OH:19])[CH2:14]3)=[CH:10][CH:9]=1, predict the reactants needed to synthesize it. The reactants are: [NH2:1][C:2]1[S:3][CH2:4][C:5]2([N:21]=1)[C@@H:18]1[C@H:13]([CH2:14][CH:15]([OH:19])[CH2:16][CH2:17]1)[O:12][C:11]1[C:6]2=[CH:7][C:8]([Br:20])=[CH:9][CH:10]=1.[CH3:22][C:23]([O:26][C:27](O[C:27]([O:26][C:23]([CH3:25])([CH3:24])[CH3:22])=[O:28])=[O:28])([CH3:25])[CH3:24]. (6) Given the product [F:24][C:16]1[CH:17]=[C:18]([N+:21]([O-:23])=[O:22])[CH:19]=[CH:20][C:15]=1[N:1]1[CH2:6][CH2:5][CH2:4][CH2:3][CH2:2]1, predict the reactants needed to synthesize it. The reactants are: [NH:1]1[CH2:6][CH2:5][CH2:4][CH2:3][CH2:2]1.CCN(CC)CC.F[C:15]1[CH:20]=[CH:19][C:18]([N+:21]([O-:23])=[O:22])=[CH:17][C:16]=1[F:24].